Dataset: Catalyst prediction with 721,799 reactions and 888 catalyst types from USPTO. Task: Predict which catalyst facilitates the given reaction. (1) Reactant: [C:1]([O:5][C:6]([N:8]1[CH2:13][CH2:12][CH2:11][C@H:10]2[CH2:14][N:15]([C:17]3[C:26]([O:27][CH3:28])=[C:25]4[C:20]([C:21](=[O:35])[C:22]([C:32]([OH:34])=[O:33])=[CH:23][N:24]4[CH:29]4[CH2:31][CH2:30]4)=[CH:19][C:18]=3[F:36])[CH2:16][C@@H:9]12)=[O:7])([CH3:4])([CH3:3])[CH3:2].C([O-])([O-])=O.[K+].[K+].[CH2:43](Br)[CH:44]=[CH2:45]. Product: [C:1]([O:5][C:6]([N:8]1[CH2:13][CH2:12][CH2:11][C@H:10]2[CH2:14][N:15]([C:17]3[C:26]([O:27][CH3:28])=[C:25]4[C:20]([C:21](=[O:35])[C:22]([C:32]([O:34][CH2:45][CH:44]=[CH2:43])=[O:33])=[CH:23][N:24]4[CH:29]4[CH2:31][CH2:30]4)=[CH:19][C:18]=3[F:36])[CH2:16][C@@H:9]12)=[O:7])([CH3:4])([CH3:2])[CH3:3]. The catalyst class is: 3. (2) The catalyst class is: 9. Reactant: [CH3:1][C:2]1[C:7]([N+:8]([O-:10])=[O:9])=[CH:6][CH:5]=[CH:4][C:3]=1[N:11]1[C:15](=[O:16])[NH:14][N:13]=[N:12]1.[C:17](=O)([O-])[O-].[K+].[K+].COS(=O)(=O)OC.C(=O)(O)[O-].[Na+]. Product: [CH3:1][C:2]1[C:7]([N+:8]([O-:10])=[O:9])=[CH:6][CH:5]=[CH:4][C:3]=1[N:11]1[C:15](=[O:16])[N:14]([CH3:17])[N:13]=[N:12]1.